This data is from Reaction yield outcomes from USPTO patents with 853,638 reactions. The task is: Predict the reaction yield, written as a fraction of the theoretical maximum amount of product (1.0 means a 100% yield; for example, 0.34 means a 34% yield). (1) The reactants are [CH2:1]([N:3]([CH3:10])[CH2:4][CH2:5][C:6]([CH3:9])([NH2:8])[CH3:7])[CH3:2].[C:11](ON1C(=O)CCC1=O)([O:13][CH2:14][C:15]1[CH:20]=[CH:19][CH:18]=[CH:17][CH:16]=1)=[O:12]. The catalyst is C1COCC1. The product is [CH2:1]([N:3]([CH3:10])[CH2:4][CH2:5][C:6]([NH:8][C:11](=[O:12])[O:13][CH2:14][C:15]1[CH:20]=[CH:19][CH:18]=[CH:17][CH:16]=1)([CH3:9])[CH3:7])[CH3:2]. The yield is 0.555. (2) The product is [Cl:22][C:20]1[CH:21]=[C:16]([NH:14][C:12]2[CH:13]=[C:7]3[CH2:6][N:5]([CH:3]4[CH2:4][O:1][CH2:2]4)[CH2:10][CH2:9][N:8]3[N:11]=2)[C:17](=[O:24])[N:18]([CH3:23])[N:19]=1. The catalyst is C1C=CC(/C=C/C(/C=C/C2C=CC=CC=2)=O)=CC=1.C1C=CC(/C=C/C(/C=C/C2C=CC=CC=2)=O)=CC=1.C1C=CC(/C=C/C(/C=C/C2C=CC=CC=2)=O)=CC=1.[Pd].[Pd].O1CCOCC1. The yield is 0.680. The reactants are [O:1]1[CH2:4][CH:3]([N:5]2[CH2:10][CH2:9][N:8]3[N:11]=[C:12]([NH2:14])[CH:13]=[C:7]3[CH2:6]2)[CH2:2]1.Br[C:16]1[C:17](=[O:24])[N:18]([CH3:23])[N:19]=[C:20]([Cl:22])[CH:21]=1.CC1(C)C2C(=C(P(C3C=CC=CC=3)C3C=CC=CC=3)C=CC=2)OC2C(P(C3C=CC=CC=3)C3C=CC=CC=3)=CC=CC1=2.C(=O)([O-])[O-].[Cs+].[Cs+]. (3) The reactants are [F:1][C:2]1[CH:13]=[CH:12][C:5]2[NH:6][C:7](=[O:11])[O:8][C:9](=[O:10])[C:4]=2[CH:3]=1.[H-].[Na+].[CH2:16](Br)[C:17]1[CH:22]=[CH:21][CH:20]=[CH:19][CH:18]=1. The catalyst is CN(C=O)C. The product is [CH2:16]([N:6]1[C:5]2[CH:12]=[CH:13][C:2]([F:1])=[CH:3][C:4]=2[C:9](=[O:10])[O:8][C:7]1=[O:11])[C:17]1[CH:22]=[CH:21][CH:20]=[CH:19][CH:18]=1. The yield is 0.420. (4) The reactants are Cl[C:2]1[N:7]=[C:6]([NH:8][C:9]2[CH:18]=[CH:17][CH:16]=[CH:15][C:10]=2[C:11](NC)=[O:12])[C:5]([Cl:19])=[CH:4][N:3]=1.Cl.Cl.[CH3:22][O:23][C:24]1[CH:30]=[C:29]([N:31]2[CH2:36][CH2:35][O:34][CH2:33][CH2:32]2)[CH:28]=[CH:27][C:25]=1[NH2:26].Cl.C([O-])(O)=[O:39].[Na+]. The catalyst is C(O)(=O)C. The product is [Cl:19][C:5]1[C:6]([NH:8][C:9]2[CH:18]=[CH:17][CH:16]=[CH:15][C:10]=2[C:11]([OH:12])=[O:39])=[N:7][C:2]([NH:26][C:25]2[CH:27]=[CH:28][C:29]([N:31]3[CH2:36][CH2:35][O:34][CH2:33][CH2:32]3)=[CH:30][C:24]=2[O:23][CH3:22])=[N:3][CH:4]=1. The yield is 0.630. (5) The reactants are [Br:1][C:2]1[CH:3]=[CH:4][C:5]([C:13]([OH:15])=[O:14])=[N:6][C:7]=1[S:8][CH2:9][CH:10]([CH3:12])[CH3:11].S(=O)(=O)(O)O.[CH3:21]O. The catalyst is [Cl-].[Na+].O. The product is [Br:1][C:2]1[CH:3]=[CH:4][C:5]([C:13]([O:15][CH3:21])=[O:14])=[N:6][C:7]=1[S:8][CH2:9][CH:10]([CH3:12])[CH3:11]. The yield is 0.390. (6) The product is [Br:14][C:15]1[CH:16]=[C:17]2[C:22](=[CH:23][CH:24]=1)[N:21]=[CH:20][C:19]([C:25]([N:1]1[CH2:6][CH2:5][O:4][CH2:3][CH2:2]1)=[O:26])=[C:18]2[Cl:28]. The catalyst is ClCCl. The yield is 0.380. The reactants are [NH:1]1[CH2:6][CH2:5][O:4][CH2:3][CH2:2]1.C(N(CC)CC)C.[Br:14][C:15]1[CH:16]=[C:17]2[C:22](=[CH:23][CH:24]=1)[N:21]=[CH:20][C:19]([C:25](Cl)=[O:26])=[C:18]2[Cl:28].